Predict the product of the given reaction. From a dataset of Forward reaction prediction with 1.9M reactions from USPTO patents (1976-2016). (1) Given the reactants [NH2:1][C:2]1[C:7]2[C:8]([C:11]3[CH:16]=[CH:15][C:14]([NH:17][C:18]([NH:20][C:21]4[CH:26]=[CH:25][CH:24]=[C:23]([F:27])[CH:22]=4)=[O:19])=[CH:13][CH:12]=3)=[CH:9][S:10][C:6]=2[C:5]([C:28](O)=[O:29])=[CH:4][N:3]=1.[CH2:31]([N:33]([CH2:38][CH3:39])[CH2:34][CH2:35][CH2:36][NH2:37])[CH3:32].O.ON1C2C=CC=CC=2N=N1.CN1CCOCC1.Cl.C(N=C=NCCCN(C)C)C, predict the reaction product. The product is: [NH2:1][C:2]1[C:7]2[C:8]([C:11]3[CH:12]=[CH:13][C:14]([NH:17][C:18](=[O:19])[NH:20][C:21]4[CH:26]=[CH:25][CH:24]=[C:23]([F:27])[CH:22]=4)=[CH:15][CH:16]=3)=[CH:9][S:10][C:6]=2[C:5]([C:28]([NH:37][CH2:36][CH2:35][CH2:34][N:33]([CH2:38][CH3:39])[CH2:31][CH3:32])=[O:29])=[CH:4][N:3]=1. (2) Given the reactants C(N(CC)CC)C.[N:8]1([C:14]2[CH:23]=[CH:22][CH:21]=[C:20]3[C:15]=2[C:16]([NH2:25])=[N:17][C:18]([NH2:24])=[N:19]3)[CH2:13][CH2:12][NH:11][CH2:10][CH2:9]1.[F:26][C:27]1[C:34]([CH3:35])=[CH:33][CH:32]=[CH:31][C:28]=1[CH2:29]Br, predict the reaction product. The product is: [F:26][C:27]1[C:34]([CH3:35])=[CH:33][CH:32]=[CH:31][C:28]=1[CH2:29][N:11]1[CH2:12][CH2:13][N:8]([C:14]2[CH:23]=[CH:22][CH:21]=[C:20]3[C:15]=2[C:16]([NH2:25])=[N:17][C:18]([NH2:24])=[N:19]3)[CH2:9][CH2:10]1. (3) Given the reactants [Cl:1][C:2]1[N:7]=[CH:6][C:5]2[C:8]([C:14]([OH:16])=O)=[CH:9][N:10]([CH:11]([CH3:13])[CH3:12])[C:4]=2[CH:3]=1.CCN(C(C)C)C(C)C.CN(C(ON1N=NC2C=CC=CC1=2)=[N+](C)C)C.F[P-](F)(F)(F)(F)F.[C:50]([NH:53][NH2:54])(=[O:52])[CH3:51], predict the reaction product. The product is: [C:50]([NH:53][NH:54][C:14]([C:8]1[C:5]2[CH:6]=[N:7][C:2]([Cl:1])=[CH:3][C:4]=2[N:10]([CH:11]([CH3:12])[CH3:13])[CH:9]=1)=[O:16])(=[O:52])[CH3:51]. (4) Given the reactants Cl[C:2]1[C:11]2[C:6](=[CH:7][CH:8]=[C:9]([C:12]([N:14]3[CH2:17][C:16]([F:19])([F:18])[CH2:15]3)=[O:13])[CH:10]=2)[CH:5]=[N:4][CH:3]=1.[CH3:20][N:21]1[C:29]2[C:24](=[CH:25][CH:26]=[C:27](B3OC(C)(C)C(C)(C)O3)[CH:28]=2)[CH2:23][C:22]1=[O:39].CC([O-])=O.[K+].O, predict the reaction product. The product is: [F:18][C:16]1([F:19])[CH2:17][N:14]([C:12]([C:9]2[CH:10]=[C:11]3[C:6](=[CH:7][CH:8]=2)[CH:5]=[N:4][CH:3]=[C:2]3[C:27]2[CH:28]=[C:29]3[C:24]([CH2:23][C:22](=[O:39])[N:21]3[CH3:20])=[CH:25][CH:26]=2)=[O:13])[CH2:15]1. (5) Given the reactants Cl[C:2]1[C:11]2[C:6](=[CH:7][CH:8]=[CH:9][CH:10]=2)[N:5]=[C:4]2[N:12]([C:16]3[CH:21]=[CH:20][CH:19]=[CH:18][N:17]=3)[N:13]=[C:14]([CH3:15])[C:3]=12.[N-:22]=[N+]=[N-].[Na+].O, predict the reaction product. The product is: [CH3:15][C:14]1[C:3]2[C:4](=[N:5][C:6]3[C:11]([C:2]=2[NH2:22])=[CH:10][CH:9]=[CH:8][CH:7]=3)[N:12]([C:16]2[CH:21]=[CH:20][CH:19]=[CH:18][N:17]=2)[N:13]=1.